From a dataset of Merck oncology drug combination screen with 23,052 pairs across 39 cell lines. Regression. Given two drug SMILES strings and cell line genomic features, predict the synergy score measuring deviation from expected non-interaction effect. Drug 2: CNC(=O)c1cc(Oc2ccc(NC(=O)Nc3ccc(Cl)c(C(F)(F)F)c3)cc2)ccn1. Drug 1: CCC1(O)CC2CN(CCc3c([nH]c4ccccc34)C(C(=O)OC)(c3cc4c(cc3OC)N(C)C3C(O)(C(=O)OC)C(OC(C)=O)C5(CC)C=CCN6CCC43C65)C2)C1. Synergy scores: synergy=-6.94. Cell line: MDAMB436.